This data is from Reaction yield outcomes from USPTO patents with 853,638 reactions. The task is: Predict the reaction yield, written as a fraction of the theoretical maximum amount of product (1.0 means a 100% yield; for example, 0.34 means a 34% yield). (1) The reactants are FC(F)(F)C(O)=O.[Cl:8][C:9]1[CH:14]=[C:13]2[NH:15][C:16](=[O:38])[C:17]3([CH:21]([C:22]4[CH:27]=[CH:26][CH:25]=[C:24]([Cl:28])[C:23]=4[F:29])[CH:20]([C:30](O)=[O:31])[NH:19][CH:18]3[CH2:33][C:34]([CH3:37])([CH3:36])[CH3:35])[C:12]2=[CH:11][CH:10]=1.C(N(C(C)C)CC)(C)C.C1(P(Cl)(C2C=CC=CC=2)=O)C=CC=CC=1.[NH2:63][C:64]1[CH:73]=[CH:72][C:67]([O:68][CH2:69][CH2:70][OH:71])=[CH:66][CH:65]=1. No catalyst specified. The product is [OH:71][CH2:70][CH2:69][O:68][C:67]1[CH:72]=[CH:73][C:64]([NH:63][C:30]([CH:20]2[NH:19][CH:18]([CH2:33][C:34]([CH3:36])([CH3:37])[CH3:35])[C:17]3([C:12]4[C:13](=[CH:14][C:9]([Cl:8])=[CH:10][CH:11]=4)[NH:15][C:16]3=[O:38])[CH:21]2[C:22]2[CH:27]=[CH:26][CH:25]=[C:24]([Cl:28])[C:23]=2[F:29])=[O:31])=[CH:65][CH:66]=1. The yield is 0.410. (2) The reactants are CCN(CC)CC.O[C@@H:9]([CH3:27])[C@@H:10]([NH:14][C:15]([O:17][CH2:18][CH2:19][CH2:20][C:21]1[CH:26]=[CH:25][CH:24]=[CH:23][CH:22]=1)=[O:16])[C:11]([OH:13])=[O:12].CN(C(ON1N=NC2C=CC=CC1=2)=[N+](C)C)C.F[P-](F)(F)(F)(F)F. The catalyst is C(Cl)Cl. The product is [C:21]1([CH2:20][CH2:19][CH2:18][O:17][C:15](=[O:16])[NH:14][C@H:10]2[C:11](=[O:13])[O:12][C@H:9]2[CH3:27])[CH:26]=[CH:25][CH:24]=[CH:23][CH:22]=1. The yield is 0.310. (3) The reactants are [N+](C1C=CC(O[C:11](=[O:38])[O:12][CH2:13][C:14]2[N:15](CC3C=CN=CC=3)[C:16]([S:22][C:23]3[CH:28]=[C:27]([Cl:29])[CH:26]=[C:25]([Cl:30])[CH:24]=3)=[C:17]([CH:19]([CH3:21])[CH3:20])[N:18]=2)=CC=1)([O-])=O.[CH2:39]([O:41][P:42]([CH2:47][CH2:48][NH2:49])(=[O:46])[O:43][CH2:44][CH3:45])[CH3:40].C([N:53]([CH:56]([CH3:58])C)[CH2:54][CH3:55])(C)C.[CH3:59][C:60]#N. No catalyst specified. The product is [CH2:44]([O:43][P:42]([CH2:47][CH2:48][NH:49][C:11]([O:12][CH:13]([C:14]1[NH:15][C:16]([S:22][C:23]2[CH:24]=[C:25]([Cl:30])[CH:26]=[C:27]([Cl:29])[CH:28]=2)=[C:17]([CH:19]([CH3:20])[CH3:21])[N:18]=1)[CH2:59][C:60]1[CH:55]=[CH:54][N:53]=[CH:56][CH:58]=1)=[O:38])(=[O:46])[O:41][CH2:39][CH3:40])[CH3:45]. The yield is 0.900. (4) The reactants are [C:1]1([C:7]([C:18]2[CH:23]=CC=CC=2)=[N:8][NH:9][C:10]2[CH:11]=[C:12]([CH:15]=[CH:16][CH:17]=2)[C:13]#[N:14])[CH:6]=CC=C[CH:2]=1.Cl.CC(C)C(=O)CC#[N:30]. The catalyst is CCO. The product is [NH2:30][C:23]1[N:9]([C:10]2[CH:11]=[C:12]([CH:15]=[CH:16][CH:17]=2)[C:13]#[N:14])[N:8]=[C:7]([CH:1]([CH3:2])[CH3:6])[CH:18]=1. The yield is 0.540. (5) The reactants are [N:1]1([CH2:8][CH2:9][O:10][C:11]2[CH:38]=[CH:37][C:14]([C:15]([C:17]3[C:26]4[C:21](=[CH:22][C:23]([O:27][CH3:28])=[CH:24][CH:25]=4)[CH:20]=[CH:19][C:18]=3OS(C(F)(F)F)(=O)=O)=[O:16])=[CH:13][CH:12]=2)[CH2:7][CH2:6][CH2:5][CH2:4][CH2:3][CH2:2]1.[F:39][C:40]1[CH:45]=[C:44]([F:46])[CH:43]=[C:42]([F:47])[C:41]=1B(O)O.P([O-])([O-])([O-])=O.[K+].[K+].[K+]. The catalyst is CN(C=O)C.C1C=CC([P]([Pd]([P](C2C=CC=CC=2)(C2C=CC=CC=2)C2C=CC=CC=2)([P](C2C=CC=CC=2)(C2C=CC=CC=2)C2C=CC=CC=2)[P](C2C=CC=CC=2)(C2C=CC=CC=2)C2C=CC=CC=2)(C2C=CC=CC=2)C2C=CC=CC=2)=CC=1. The product is [N:1]1([CH2:8][CH2:9][O:10][C:11]2[CH:38]=[CH:37][C:14]([C:15]([C:17]3[C:26]4[C:21](=[CH:22][C:23]([O:27][CH3:28])=[CH:24][CH:25]=4)[CH:20]=[CH:19][C:18]=3[C:41]3[C:40]([F:39])=[CH:45][C:44]([F:46])=[CH:43][C:42]=3[F:47])=[O:16])=[CH:13][CH:12]=2)[CH2:2][CH2:3][CH2:4][CH2:5][CH2:6][CH2:7]1. The yield is 0.350.